From a dataset of Catalyst prediction with 721,799 reactions and 888 catalyst types from USPTO. Predict which catalyst facilitates the given reaction. (1) The catalyst class is: 173. Product: [CH:38]([C:36]1[N:35]=[C:34]([NH:45][C:23]([C:16]2[C:17]3[N:18]=[CH:19][CH:20]=[N:21][C:22]=3[C:13]([C:3]3[C:4]([F:12])=[C:5]([O:10][CH3:11])[CH:6]=[C:7]([O:8][CH3:9])[C:2]=3[F:1])=[CH:14][CH:15]=2)=[O:24])[NH:33][CH:37]=1)=[O:39]. Reactant: [F:1][C:2]1[C:7]([O:8][CH3:9])=[CH:6][C:5]([O:10][CH3:11])=[C:4]([F:12])[C:3]=1[C:13]1[C:22]2[N:21]=[CH:20][CH:19]=[N:18][C:17]=2[C:16]([C:23](O)=[O:24])=[CH:15][CH:14]=1.C(OC([N:33]1[CH:37]=[C:36]([CH:38](OCC)[O:39]CC)[N:35]=[C:34]1[NH2:45])=O)(C)(C)C.CN(C(ON1N=NC2C=CC=CC1=2)=[N+](C)C)C.[B-](F)(F)(F)F.CCN(C(C)C)C(C)C. (2) The catalyst class is: 6. Product: [NH2:12][C:13]1[N:17]([C:18]2[CH:27]=[CH:26][C:21]3[NH:22][C:23]([CH3:25])=[N:24][C:20]=3[CH:19]=2)[N:16]=[CH:15][C:14]=1[C:28]([C:30]1[N:31]([S:36]([C:39]2[CH:44]=[CH:43][C:42]([CH3:45])=[CH:41][CH:40]=2)(=[O:38])=[O:37])[CH:32]=[C:33]([C:46]2[CH:51]=[CH:50][CH:49]=[CH:48][CH:47]=2)[CH:34]=1)=[O:29]. Reactant: O1CCOCC1.C(=O)(O)[O-].[Na+].[NH2:12][C:13]1[N:17]([C:18]2[CH:27]=[CH:26][C:21]3[NH:22][C:23]([CH3:25])=[N:24][C:20]=3[CH:19]=2)[N:16]=[CH:15][C:14]=1[C:28]([C:30]1[N:31]([S:36]([C:39]2[CH:44]=[CH:43][C:42]([CH3:45])=[CH:41][CH:40]=2)(=[O:38])=[O:37])[CH:32]=[C:33](Br)[CH:34]=1)=[O:29].[C:46]1(B(O)O)[CH:51]=[CH:50][CH:49]=[CH:48][CH:47]=1. (3) Reactant: [Si:1]([O:8][C:9]1[CH:10]=[C:11]([CH:14]=[CH:15][CH:16]=1)[CH:12]=O)([C:4]([CH3:7])([CH3:6])[CH3:5])([CH3:3])[CH3:2].Cl.[NH2:18][C@@H:19]([CH2:24][OH:25])[C:20]([O:22][CH3:23])=[O:21].[O-]S([O-])(=O)=O.[Mg+2].[BH4-].[Na+]. Product: [Si:1]([O:8][C:9]1[CH:10]=[C:11]([CH:14]=[CH:15][CH:16]=1)[CH2:12][NH:18][C@@H:19]([CH2:24][OH:25])[C:20]([O:22][CH3:23])=[O:21])([C:4]([CH3:7])([CH3:6])[CH3:5])([CH3:3])[CH3:2]. The catalyst class is: 347. (4) Product: [O:1]=[C:2]1[C:7]2[CH:8]=[CH:9][CH:10]=[CH:11][C:6]=2[S:5][C:4]([C:12]2[N:17]=[C:16]([S:18]([CH2:19][C:20]([NH2:22])=[O:21])=[O:31])[CH:15]=[CH:14][CH:13]=2)=[N:3]1. Reactant: [O:1]=[C:2]1[C:7]2[CH:8]=[CH:9][CH:10]=[CH:11][C:6]=2[S:5][C:4]([C:12]2[N:17]=[C:16]([S:18][CH2:19][C:20]([NH2:22])=[O:21])[CH:15]=[CH:14][CH:13]=2)=[N:3]1.ClC1C=CC=C(C(OO)=[O:31])C=1. The catalyst class is: 22.